The task is: Predict the product of the given reaction.. This data is from Forward reaction prediction with 1.9M reactions from USPTO patents (1976-2016). (1) Given the reactants Cl.[N:2]1[CH:7]=[CH:6][CH:5]=[CH:4][C:3]=1[C:8]1[CH:16]=[CH:15][C:11]([C:12]([OH:14])=O)=[CH:10][CH:9]=1.Cl.[Cl:18][C:19]1[CH:35]=[CH:34][C:22](/[CH:23]=[CH:24]/[S:25]([N:28]2[CH2:33][CH2:32][NH:31][CH2:30][CH2:29]2)(=[O:27])=[O:26])=[CH:21][CH:20]=1, predict the reaction product. The product is: [ClH:18].[Cl:18][C:19]1[CH:20]=[CH:21][C:22](/[CH:23]=[CH:24]/[S:25]([N:28]2[CH2:33][CH2:32][N:31]([C:12](=[O:14])[C:11]3[CH:10]=[CH:9][C:8]([C:3]4[CH:4]=[CH:5][CH:6]=[CH:7][N:2]=4)=[CH:16][CH:15]=3)[CH2:30][CH2:29]2)(=[O:26])=[O:27])=[CH:34][CH:35]=1. (2) Given the reactants Cl[CH2:2][CH2:3][O:4][SiH3:5].[C:6]1([Li])[C:15]([F:16])=[C:13]([F:14])[C:11]([F:12])=[C:9]([F:10])[C:7]=1[F:8], predict the reaction product. The product is: [F:16][C:15]1[C:6]([C:2]([C:6]2[C:15]([F:16])=[C:13]([F:14])[C:11]([F:12])=[C:9]([F:10])[C:7]=2[F:8])([C:6]2[C:15]([F:16])=[C:13]([F:14])[C:11]([F:12])=[C:9]([F:10])[C:7]=2[F:8])[CH2:3][O:4][SiH3:5])=[C:7]([F:8])[C:9]([F:10])=[C:11]([F:12])[C:13]=1[F:14].[Si:5]([O:4][CH2:3][CH3:2])([C:6]1[C:7]([F:8])=[C:9]([F:10])[C:11]([F:12])=[C:13]([F:14])[C:15]=1[F:16])([C:6]1[C:7]([F:8])=[C:9]([F:10])[C:11]([F:12])=[C:13]([F:14])[C:15]=1[F:16])[C:6]1[C:15]([F:16])=[C:13]([F:14])[C:11]([F:12])=[C:9]([F:10])[C:7]=1[F:8]. (3) Given the reactants [CH3:1][C:2]([O:5][C:6]([NH:8][C@@H:9]([C:18]([OH:20])=O)[CH2:10][CH2:11][C:12]1[CH:17]=[CH:16][CH:15]=[CH:14][CH:13]=1)=[O:7])([CH3:4])[CH3:3].CN(C(ON1N=N[C:31]2[CH:32]=[CH:33][CH:34]=[CH:35][C:30]1=2)=[N+](C)C)C.F[P-](F)(F)(F)(F)F.C1C=C[C:48]2[N:53](O)[N:52]=NC=2C=1.CC[N:57]([CH:61](C)C)C(C)C.CN(C=[O:68])C, predict the reaction product. The product is: [NH2:57][CH2:61][C:30]1[CH:31]=[CH:32][C:33]([C:48]([NH:53][NH:52][C:18](=[O:20])[C@H:9]([NH:8][C:6]([O:5][C:2]([CH3:1])([CH3:3])[CH3:4])=[O:7])[CH2:10][CH2:11][C:12]2[CH:13]=[CH:14][CH:15]=[CH:16][CH:17]=2)=[O:68])=[CH:34][CH:35]=1. (4) The product is: [C:15]([C:12]([CH3:14])([CH3:13])[C:10]1[CH:11]=[C:7]([NH:6][C:5]([NH:58][C@@H:51]2[C:52]3[C:57](=[CH:56][CH:55]=[CH:54][CH:53]=3)[C@H:48]([O:47][C:44]3[CH:45]=[CH:46][C:41]4[N:42]([C:38]([N:32]5[C@H:31]([CH3:30])[CH2:36][CH2:35][CH2:34][C@@H:33]5[CH3:37])=[N:39][N:40]=4)[CH:43]=3)[CH2:49][CH2:50]2)=[O:27])[N:8]([C:17]2[CH:22]=[CH:21][CH:20]=[C:19]([O:23][CH2:24][CH2:25][OH:26])[CH:18]=2)[N:9]=1)#[N:16]. Given the reactants ClC(Cl)(Cl)CO[C:5](=[O:27])[NH:6][C:7]1[N:8]([C:17]2[CH:22]=[CH:21][CH:20]=[C:19]([O:23][CH2:24][CH2:25][OH:26])[CH:18]=2)[N:9]=[C:10]([C:12]([C:15]#[N:16])([CH3:14])[CH3:13])[CH:11]=1.[CH3:30][C@H:31]1[CH2:36][CH2:35][CH2:34][C@@H:33]([CH3:37])[N:32]1[C:38]1[N:42]2[CH:43]=[C:44]([O:47][C@H:48]3[C:57]4[C:52](=[CH:53][CH:54]=[CH:55][CH:56]=4)[C@@H:51]([NH2:58])[CH2:50][CH2:49]3)[CH:45]=[CH:46][C:41]2=[N:40][N:39]=1.C[C@H]1CCC[C@@H](C)N1C1N2C=C(O[C@H]3C4C(=CC=CC=4)[C@@H](NC(=O)NC4N(C5C=NN(CCOS(C)(=O)=O)C=5)N=C(C(C)C)C=4)CC3)C=CC2=NN=1, predict the reaction product. (5) Given the reactants [CH3:1][NH:2][C:3]([NH:5][NH:6][C:7]([C:9]1[CH:10]=[CH:11][C:12]2[O:16][CH:15]=[C:14]([C:17]3[CH:22]=[CH:21][C:20]([S:23][CH3:24])=[CH:19][CH:18]=3)[C:13]=2[CH:25]=1)=[O:8])=S.[OH-].[Na+].[I-].[K+].[K+].I[I-]I.II, predict the reaction product. The product is: [CH3:1][NH:2][C:3]1[O:8][C:7]([C:9]2[CH:10]=[CH:11][C:12]3[O:16][CH:15]=[C:14]([C:17]4[CH:22]=[CH:21][C:20]([S:23][CH3:24])=[CH:19][CH:18]=4)[C:13]=3[CH:25]=2)=[N:6][N:5]=1. (6) The product is: [Cl:23][CH2:22][CH2:21][CH2:20][N:1]1[C:10]2[C:5](=[CH:6][CH:7]=[CH:8][CH:9]=2)[CH:4]=[CH:3][C:2]1=[O:11]. Given the reactants [NH:1]1[C:10]2[C:5](=[CH:6][CH:7]=[CH:8][CH:9]=2)[CH:4]=[CH:3][C:2]1=[O:11].CN(C=O)C.[H-].[Na+].Br[CH2:20][CH2:21][CH2:22][Cl:23], predict the reaction product.